From a dataset of Forward reaction prediction with 1.9M reactions from USPTO patents (1976-2016). Predict the product of the given reaction. (1) Given the reactants C([C@@:3]1([C:22]([OH:24])=[O:23])[CH2:8][CH2:7][CH2:6][CH2:5][C@H:4]1[O:9][CH2:10][CH2:11][C:12]1[CH:17]=[CH:16][C:15]([O:18][CH3:19])=[C:14]([O:20][CH3:21])[CH:13]=1)C.[OH-].[Na+], predict the reaction product. The product is: [CH3:21][O:20][C:14]1[CH:13]=[C:12]([CH:17]=[CH:16][C:15]=1[O:18][CH3:19])[CH2:11][CH2:10][O:9][C@@H:4]1[CH2:5][CH2:6][CH2:7][CH2:8][C@H:3]1[C:22]([OH:24])=[O:23]. (2) Given the reactants [Cl:1]C1C=C2C(=CC=1)NC(C(N[C@@H]1C[C:21]3[C:16](=[CH:17][CH:18]=[CH:19][CH:20]=3)[C@@H:15]1[CH2:23][NH:24][C:25](=O)[O:26]C(C)(C)C)=O)=C2.N[C@@H]1C[C:40]2[C:35](=[CH:36][CH:37]=[CH:38][CH:39]=2)[C@@H:34]1[CH2:42][NH:43]C(=O)OC(C)(C)C.[C:51](=O)([O-])N.[NH:55]1[C:63]2C(=CC=CC=2)C=[C:56]1C(O)=O, predict the reaction product. The product is: [ClH:1].[CH3:51][C:39]1[CH:40]=[C:35]2[C:36](=[CH:37][CH:38]=1)[NH:43][C:42]([C:25]([NH:24][C@@H:23]1[CH2:15][C:16]3[C:21](=[CH:20][CH:19]=[CH:18][CH:17]=3)[C@H:56]1[NH:55][CH3:63])=[O:26])=[CH:34]2. (3) Given the reactants [CH2:1]([O:3][C:4](=[O:28])[CH:5]([O:25][CH2:26][CH3:27])[CH2:6][C:7]1[CH:12]=[CH:11][C:10]([O:13][CH2:14][CH2:15][NH:16][C:17](=O)[CH2:18][CH2:19][CH2:20][CH2:21][CH2:22][CH3:23])=[CH:9][CH:8]=1)[CH3:2].C(O)CCC, predict the reaction product. The product is: [CH2:1]([O:3][C:4](=[O:28])[CH:5]([O:25][CH2:26][CH3:27])[CH2:6][C:7]1[CH:12]=[CH:11][C:10]([O:13][CH2:14][CH2:15][NH:16][CH2:17][CH2:18][CH2:19][CH2:20][CH2:21][CH2:22][CH3:23])=[CH:9][CH:8]=1)[CH3:2].